Dataset: Forward reaction prediction with 1.9M reactions from USPTO patents (1976-2016). Task: Predict the product of the given reaction. (1) Given the reactants [CH3:1][N:2]([CH3:11])[S:3]([N:6]1[CH:10]=[CH:9][CH:8]=[N:7]1)(=[O:5])=[O:4].C([Li])CCC.[Cl:17]C(Cl)(Cl)C(Cl)(Cl)Cl, predict the reaction product. The product is: [Cl:17][C:8]1[CH:9]=[CH:10][N:6]([S:3]([N:2]([CH3:11])[CH3:1])(=[O:4])=[O:5])[N:7]=1. (2) Given the reactants [CH2:1]([O:8][N:9]1[C:14]2[N:15]=[CH:16][N:17]=[CH:18][C:13]=2[C:12](OS(C(F)(F)F)(=O)=O)=[C:11]([C:27]([O:29][CH2:30][CH3:31])=[O:28])[C:10]1=[O:32])[C:2]1[CH:7]=[CH:6][CH:5]=[CH:4][CH:3]=1.[F:33][C:34]1[CH:41]=[C:40]([F:42])[CH:39]=[CH:38][C:35]=1[CH2:36][NH2:37], predict the reaction product. The product is: [CH2:1]([O:8][N:9]1[C:14]2[N:15]=[CH:16][N:17]=[CH:18][C:13]=2[C:12]([NH:37][CH2:36][C:35]2[CH:38]=[CH:39][C:40]([F:42])=[CH:41][C:34]=2[F:33])=[C:11]([C:27]([O:29][CH2:30][CH3:31])=[O:28])[C:10]1=[O:32])[C:2]1[CH:7]=[CH:6][CH:5]=[CH:4][CH:3]=1.